Task: Predict the reaction yield, written as a fraction of the theoretical maximum amount of product (1.0 means a 100% yield; for example, 0.34 means a 34% yield).. Dataset: Reaction yield outcomes from USPTO patents with 853,638 reactions (1) The reactants are [CH3:1][C:2]1([CH3:28])[C:6]([CH3:8])([CH3:7])[O:5][B:4]([C:9]2[CH:18]=[CH:17][C:16]3[C:11](=[CH:12][CH:13]=[C:14](B4OC(C)(C)C(C)(C)O4)[CH:15]=3)[CH:10]=2)[O:3]1.Br[C:30]1[CH:51]=[CH:50][C:33]2[NH:34][C:35]([C@@H:37]3[CH2:42][C@@H:41]4[C@@H:39]([CH2:40]4)[N:38]3[C:43]([O:45][C:46]([CH3:49])([CH3:48])[CH3:47])=[O:44])=[N:36][C:32]=2[CH:31]=1.C(=O)([O-])[O-].[Na+].[Na+]. The catalyst is COCCOC.O.C1C=CC([P]([Pd]([P](C2C=CC=CC=2)(C2C=CC=CC=2)C2C=CC=CC=2)([P](C2C=CC=CC=2)(C2C=CC=CC=2)C2C=CC=CC=2)[P](C2C=CC=CC=2)(C2C=CC=CC=2)C2C=CC=CC=2)(C2C=CC=CC=2)C2C=CC=CC=2)=CC=1. The product is [CH3:7][C:6]1([CH3:8])[C:2]([CH3:1])([CH3:28])[O:3][B:4]([C:9]2[CH:10]=[C:11]3[C:16](=[CH:17][CH:18]=2)[CH:15]=[C:14]([C:30]2[CH:51]=[CH:50][C:33]4[N:34]=[C:35]([C@@H:37]5[CH2:42][C@@H:41]6[C@@H:39]([CH2:40]6)[N:38]5[C:43]([O:45][C:46]([CH3:47])([CH3:48])[CH3:49])=[O:44])[NH:36][C:32]=4[CH:31]=2)[CH:13]=[CH:12]3)[O:5]1. The yield is 0.490. (2) The reactants are [NH2:1][C:2]1[CH:7]=[C:6]([C:8]2[C:9]([C:20]3[CH:25]=[CH:24][CH:23]=[CH:22][C:21]=3[F:26])=[N:10][N:11]([C:13]3[CH:18]=[CH:17][C:16](=[O:19])[NH:15][N:14]=3)[CH:12]=2)[CH:5]=[CH:4][N:3]=1.NC1C=C(C2C(C3C=CC=CC=3)=NN(C3C=CC(=O)NN=3)C=2)C=CN=1. No catalyst specified. The product is [NH2:1][C:2]1[CH:7]=[C:6]([C:8]2[C:9]([C:20]3[CH:25]=[CH:24][CH:23]=[CH:22][C:21]=3[F:26])=[N:10][N:11]([C:13]3[CH2:18][CH2:17][C:16](=[O:19])[NH:15][N:14]=3)[CH:12]=2)[CH:5]=[CH:4][N:3]=1. The yield is 0.380. (3) The reactants are [Cl:1][C:2]1[CH:7]=[CH:6][CH:5]=[C:4]([Cl:8])[C:3]=1[C:9]1[NH:13][C:12]([C:14]2[N:19]=[C:18]([NH:20][S:21]([CH:24]([CH3:26])[CH3:25])(=[O:23])=[O:22])[C:17]([N+:27]([O-])=O)=[CH:16][CH:15]=2)=[C:11]([C:30]2[CH:35]=[CH:34][CH:33]=[CH:32][CH:31]=2)[N:10]=1.O.O.[Sn](Cl)Cl. The catalyst is CCO. The product is [NH2:27][C:17]1[C:18]([NH:20][S:21]([CH:24]([CH3:26])[CH3:25])(=[O:23])=[O:22])=[N:19][C:14]([C:12]2[NH:13][C:9]([C:3]3[C:2]([Cl:1])=[CH:7][CH:6]=[CH:5][C:4]=3[Cl:8])=[N:10][C:11]=2[C:30]2[CH:31]=[CH:32][CH:33]=[CH:34][CH:35]=2)=[CH:15][CH:16]=1. The yield is 0.850. (4) The reactants are [C:1]([O:5][C:6]([NH:8][C:9]([CH3:29])([CH3:28])[CH2:10][C:11]1[C:19]2[C:14](=[C:15](OS(C(F)(F)F)(=O)=O)[CH:16]=[CH:17][CH:18]=2)[NH:13][CH:12]=1)=[O:7])([CH3:4])([CH3:3])[CH3:2].C(N(CC)CC)C.[S:37]1[CH:41]=[CH:40][C:39](B(O)O)=[CH:38]1. The catalyst is CN(C)C=O.[Cl-].[Na+].O.C(OCC)(=O)C.[Pd].C1(P(C2C=CC=CC=2)C2C=CC=CC=2)C=CC=CC=1.C1(P(C2C=CC=CC=2)C2C=CC=CC=2)C=CC=CC=1.C1(P(C2C=CC=CC=2)C2C=CC=CC=2)C=CC=CC=1.C1(P(C2C=CC=CC=2)C2C=CC=CC=2)C=CC=CC=1. The product is [C:1]([O:5][C:6](=[O:7])[NH:8][C:9]([CH3:29])([CH3:28])[CH2:10][C:11]1[C:19]2[C:14](=[C:15]([C:39]3[CH:40]=[CH:41][S:37][CH:38]=3)[CH:16]=[CH:17][CH:18]=2)[NH:13][CH:12]=1)([CH3:2])([CH3:3])[CH3:4]. The yield is 0.690. (5) The reactants are Br[C:2]1[CH:3]=[C:4]2[C:9](=[CH:10][CH:11]=1)[CH:8]=[C:7]([C:12]([NH:14][CH3:15])=[O:13])[CH:6]=[CH:5]2.CCCCCCC.C([Mg]CCCC)CCC.CCCCCC.C([Li])CCC.[C:43]([N:62]1[CH:66]=[C:65]([CH:67]=[O:68])[N:64]=[CH:63]1)([C:56]1[CH:61]=[CH:60][CH:59]=[CH:58][CH:57]=1)([C:50]1[CH:55]=[CH:54][CH:53]=[CH:52][CH:51]=1)[C:44]1[CH:49]=[CH:48][CH:47]=[CH:46][CH:45]=1.[Cl-].[NH4+]. The catalyst is O1CCCC1. The product is [OH:68][CH:67]([C:65]1[N:64]=[CH:63][N:62]([C:43]([C:44]2[CH:49]=[CH:48][CH:47]=[CH:46][CH:45]=2)([C:50]2[CH:51]=[CH:52][CH:53]=[CH:54][CH:55]=2)[C:56]2[CH:61]=[CH:60][CH:59]=[CH:58][CH:57]=2)[CH:66]=1)[C:2]1[CH:3]=[C:4]2[C:9](=[CH:10][CH:11]=1)[CH:8]=[C:7]([C:12]([NH:14][CH3:15])=[O:13])[CH:6]=[CH:5]2. The yield is 0.710. (6) The reactants are C(OC(=O)[NH:7][C@@H:8]1[CH2:11][C@@H:10]([NH:12][C:13]2[C:18]([C:19]#[N:20])=[CH:17][N:16]=[C:15]([NH:21][CH2:22][CH2:23][C:24]3[CH:29]=[CH:28][CH:27]=[C:26]([Cl:30])[CH:25]=3)[N:14]=2)[C:9]1([CH3:32])[CH3:31])(C)(C)C.C(O)(C(F)(F)F)=O. The catalyst is C(Cl)Cl. The product is [NH2:7][C@@H:8]1[CH2:11][C@@H:10]([NH:12][C:13]2[C:18]([C:19]#[N:20])=[CH:17][N:16]=[C:15]([NH:21][CH2:22][CH2:23][C:24]3[CH:29]=[CH:28][CH:27]=[C:26]([Cl:30])[CH:25]=3)[N:14]=2)[C:9]1([CH3:32])[CH3:31]. The yield is 0.540. (7) The reactants are [Cl:1][C:2]1[C:9]([CH3:10])=[C:8]([NH:11][C@@H:12]([C:16]2[O:17][C:18]([C:21]3[CH:26]=[CH:25][CH:24]=[CH:23][CH:22]=3)=[N:19][N:20]=2)[C@@H:13]([OH:15])[CH3:14])[CH:7]=[CH:6][C:3]=1[C:4]#[N:5].[CH3:27][CH2:28][CH2:29][C:30](Cl)=[O:31]. The catalyst is N1C=CC=CC=1.C(Cl)Cl. The product is [C:30]([O:15][C@@H:13]([CH3:14])[C@@H:12]([NH:11][C:8]1[CH:7]=[CH:6][C:3]([C:4]#[N:5])=[C:2]([Cl:1])[C:9]=1[CH3:10])[C:16]1[O:17][C:18]([C:21]2[CH:26]=[CH:25][CH:24]=[CH:23][CH:22]=2)=[N:19][N:20]=1)(=[O:31])[CH2:29][CH2:28][CH3:27]. The yield is 0.970.